This data is from NCI-60 drug combinations with 297,098 pairs across 59 cell lines. The task is: Regression. Given two drug SMILES strings and cell line genomic features, predict the synergy score measuring deviation from expected non-interaction effect. (1) Drug 1: CN1CCC(CC1)COC2=C(C=C3C(=C2)N=CN=C3NC4=C(C=C(C=C4)Br)F)OC. Drug 2: CC1=C(C=C(C=C1)NC(=O)C2=CC=C(C=C2)CN3CCN(CC3)C)NC4=NC=CC(=N4)C5=CN=CC=C5. Cell line: EKVX. Synergy scores: CSS=14.4, Synergy_ZIP=-5.40, Synergy_Bliss=-7.45, Synergy_Loewe=-21.9, Synergy_HSA=-6.64. (2) Drug 1: C1=NC(=NC(=O)N1C2C(C(C(O2)CO)O)O)N. Drug 2: CN(CCCl)CCCl.Cl. Cell line: DU-145. Synergy scores: CSS=51.7, Synergy_ZIP=-1.82, Synergy_Bliss=0.272, Synergy_Loewe=-5.02, Synergy_HSA=1.85.